From a dataset of Catalyst prediction with 721,799 reactions and 888 catalyst types from USPTO. Predict which catalyst facilitates the given reaction. Reactant: [Cl:1][C:2]1[C:3]([CH2:13][OH:14])=[CH:4][C:5]([F:12])=[C:6]([CH:11]=1)[C:7]([O:9][CH3:10])=[O:8].CS(Cl)(=O)=O.C(N(CC)C(C)C)(C)C.[Cl:29][C:30]1[CH:31]=[C:32](O)[CH:33]=[N:34][C:35]=1[O:36][CH2:37][C:38]([F:43])([F:42])[CH:39]([F:41])[F:40].C(=O)([O-])[O-].[K+].[K+]. Product: [Cl:1][C:2]1[C:3]([CH2:13][O:14][C:32]2[CH:33]=[N:34][C:35]([O:36][CH2:37][C:38]([F:43])([F:42])[CH:39]([F:41])[F:40])=[C:30]([Cl:29])[CH:31]=2)=[CH:4][C:5]([F:12])=[C:6]([CH:11]=1)[C:7]([O:9][CH3:10])=[O:8]. The catalyst class is: 54.